From a dataset of Merck oncology drug combination screen with 23,052 pairs across 39 cell lines. Regression. Given two drug SMILES strings and cell line genomic features, predict the synergy score measuring deviation from expected non-interaction effect. (1) Drug 1: O=C(CCCCCCC(=O)Nc1ccccc1)NO. Drug 2: NC(=O)c1cccc2cn(-c3ccc(C4CCCNC4)cc3)nc12. Cell line: KPL1. Synergy scores: synergy=-1.87. (2) Drug 1: COc1cc(C2c3cc4c(cc3C(OC3OC5COC(C)OC5C(O)C3O)C3COC(=O)C23)OCO4)cc(OC)c1O. Drug 2: Cn1cc(-c2cnn3c(N)c(Br)c(C4CCCNC4)nc23)cn1. Cell line: SW620. Synergy scores: synergy=-12.9. (3) Drug 1: Cc1nc(Nc2ncc(C(=O)Nc3c(C)cccc3Cl)s2)cc(N2CCN(CCO)CC2)n1. Drug 2: COC1=C2CC(C)CC(OC)C(O)C(C)C=C(C)C(OC(N)=O)C(OC)C=CC=C(C)C(=O)NC(=CC1=O)C2=O. Cell line: KPL1. Synergy scores: synergy=18.0.